Task: Predict the reaction yield, written as a fraction of the theoretical maximum amount of product (1.0 means a 100% yield; for example, 0.34 means a 34% yield).. Dataset: Reaction yield outcomes from USPTO patents with 853,638 reactions (1) The catalyst is C(O)C.O1CCCC1. The yield is 0.929. The reactants are [CH2:1]([N:5]([CH2:23][CH2:24][CH2:25][CH3:26])[C:6]1[CH:11]=[CH:10][C:9]([CH:12]=[CH:13][C:14]2[S:18][C:17]([CH:19]=O)=[CH:16][CH:15]=2)=[C:8]([O:21][CH3:22])[CH:7]=1)[CH2:2][CH2:3][CH3:4].[C:27]([C:29]1[C:30](=[C:45]([C:48]#[N:49])[C:46]#[N:47])[O:31][C:32]([C:39]2[CH:44]=[CH:43][CH:42]=[CH:41][CH:40]=2)([C:35]([F:38])([F:37])[F:36])[C:33]=1[CH3:34])#[N:28]. The product is [CH2:23]([N:5]([CH2:1][CH2:2][CH2:3][CH3:4])[C:6]1[CH:11]=[CH:10][C:9]([CH:12]=[CH:13][C:14]2[S:18][C:17]([CH:19]=[CH:34][C:33]3[C:32]([C:39]4[CH:44]=[CH:43][CH:42]=[CH:41][CH:40]=4)([C:35]([F:38])([F:36])[F:37])[O:31][C:30](=[C:45]([C:48]#[N:49])[C:46]#[N:47])[C:29]=3[C:27]#[N:28])=[CH:16][CH:15]=2)=[C:8]([O:21][CH3:22])[CH:7]=1)[CH2:24][CH2:25][CH3:26]. (2) The yield is 0.880. The reactants are C([O:3][C:4]([C:6]1[CH:7]=[N:8][N:9]([CH2:11][CH:12]2[CH2:16][C:15](=[O:17])[N:14]([C:18]3[CH:23]=[CH:22][CH:21]=[C:20]([C:24]([F:27])([F:26])[F:25])[CH:19]=3)[CH2:13]2)[CH:10]=1)=[O:5])C.[OH-].[Na+]. The catalyst is CO.O. The product is [O:17]=[C:15]1[N:14]([C:18]2[CH:23]=[CH:22][CH:21]=[C:20]([C:24]([F:27])([F:25])[F:26])[CH:19]=2)[CH2:13][CH:12]([CH2:11][N:9]2[CH:10]=[C:6]([C:4]([OH:5])=[O:3])[CH:7]=[N:8]2)[CH2:16]1. (3) The reactants are [CH3:1][NH:2][C@@H:3]1[C:8]2[CH:9]=[CH:10][CH:11]=[CH:12][C:7]=2[C@H:6]([C:13]2[CH:14]=[CH:15][C:16]([Cl:20])=[C:17]([Cl:19])[CH:18]=2)[CH2:5][CH2:4]1.[ClH:21].O. The catalyst is C(O)C. The product is [CH3:1][NH:2][C@@H:3]1[C:8]2[CH:9]=[CH:10][CH:11]=[CH:12][C:7]=2[C@H:6]([C:13]2[CH:14]=[CH:15][C:16]([Cl:20])=[C:17]([Cl:19])[CH:18]=2)[CH2:5][CH2:4]1.[ClH:21]. The yield is 0.947. (4) The reactants are [CH3:1][C:2]1[C:6]([CH2:7][N:8]2[CH:12]=[C:11]([N:13]3[C:17](=[O:18])[CH2:16][NH:15][C:14]3=[O:19])[CH:10]=[N:9]2)=[C:5]([CH3:20])[O:4][N:3]=1.Br[CH2:22][C:23]1[CH:28]=[CH:27][C:26]([F:29])=[CH:25][CH:24]=1. No catalyst specified. The product is [CH3:1][C:2]1[C:6]([CH2:7][N:8]2[CH:12]=[C:11]([N:13]3[C:17](=[O:18])[CH2:16][N:15]([CH2:22][C:23]4[CH:28]=[CH:27][C:26]([F:29])=[CH:25][CH:24]=4)[C:14]3=[O:19])[CH:10]=[N:9]2)=[C:5]([CH3:20])[O:4][N:3]=1. The yield is 0.330. (5) The reactants are [Br:1][C:2]1[CH:10]=[C:6]([C:7]([OH:9])=O)[C:5]([OH:11])=[CH:4][CH:3]=1.[NH2:12][C:13]1[S:14][C:15]([CH3:19])=[C:16]([CH3:18])[N:17]=1. No catalyst specified. The product is [Br:1][C:2]1[CH:3]=[CH:4][C:5]([OH:11])=[C:6]([CH:10]=1)[C:7]([NH:12][C:13]1[S:14][C:15]([CH3:19])=[C:16]([CH3:18])[N:17]=1)=[O:9]. The yield is 0.144. (6) The reactants are [N+:1]([C:4]1[CH:9]=[CH:8][C:7]([S:10]([NH:13][CH:14]([CH2:20][CH:21]=[C:22]2[CH2:27][CH2:26][O:25][CH2:24][CH2:23]2)[C:15]([O:17][CH2:18][CH3:19])=[O:16])(=[O:12])=[O:11])=[CH:6][CH:5]=1)([O-:3])=[O:2].FC(F)(F)S(O)(=O)=O. The catalyst is C(Cl)(Cl)Cl.ClCCl. The product is [N+:1]([C:4]1[CH:9]=[CH:8][C:7]([S:10]([N:13]2[C:22]3([CH2:27][CH2:26][O:25][CH2:24][CH2:23]3)[CH2:21][CH2:20][CH:14]2[C:15]([O:17][CH2:18][CH3:19])=[O:16])(=[O:11])=[O:12])=[CH:6][CH:5]=1)([O-:3])=[O:2]. The yield is 0.790. (7) The reactants are [CH3:1][C:2]1[NH:3][C:4]2[C:9]([CH:10]=1)=[CH:8][C:7]([NH2:11])=[CH:6][CH:5]=2.CO[C:14](OC)([N:16]([CH3:18])[CH3:17])[CH3:15]. No catalyst specified. The product is [CH3:17][N:16]([CH3:18])[C:14](=[N:11][C:7]1[CH:8]=[C:9]2[C:4](=[CH:5][CH:6]=1)[NH:3][C:2]([CH3:1])=[CH:10]2)[CH3:15]. The yield is 0.920. (8) The reactants are [Cl:1][CH2:2][C@H:3]1[C:11]2[C:6](=[CH:7][C:8]([OH:16])=[C:9]3[S:14][CH:13]=[C:12]([CH3:15])[C:10]3=2)[N:5](C(OC(C)(C)C)=O)[CH2:4]1.[C:24](Cl)(=[O:26])[CH3:25].N1C=CC=CC=1.Cl.O1CCOCC1. The catalyst is ClCCl.CCCCCCC.CC(C)=O. The product is [C:24]([O:16][C:8]1[CH:7]=[C:6]2[C:11]([C@H:3]([CH2:2][Cl:1])[CH2:4][NH:5]2)=[C:10]2[C:12]([CH3:15])=[CH:13][S:14][C:9]=12)(=[O:26])[CH3:25]. The yield is 0.800.